From a dataset of Full USPTO retrosynthesis dataset with 1.9M reactions from patents (1976-2016). Predict the reactants needed to synthesize the given product. (1) Given the product [C:12]([C:15]1[S:19][C:18]([C:20]2[CH:25]=[N+:24]([O-:9])[CH:23]=[C:22]([NH:26][C:27]3[N:28]=[C:29]([NH:36][C@@H:37]4[CH2:42][CH2:41][CH2:40][CH2:39][C@@H:38]4[NH2:43])[N:30]=[N:31][C:32]=3[C:33](=[O:34])[NH2:35])[CH:21]=2)=[CH:17][CH:16]=1)(=[O:14])[CH3:13], predict the reactants needed to synthesize it. The reactants are: C1C=C(Cl)C=C(C(OO)=[O:9])C=1.[C:12]([C:15]1[S:19][C:18]([C:20]2[CH:21]=[C:22]([NH:26][C:27]3[N:28]=[C:29]([NH:36][C@@H:37]4[CH2:42][CH2:41][CH2:40][CH2:39][C@@H:38]4[NH2:43])[N:30]=[N:31][C:32]=3[C:33]([NH2:35])=[O:34])[CH:23]=[N:24][CH:25]=2)=[CH:17][CH:16]=1)(=[O:14])[CH3:13]. (2) Given the product [Cl:1][C:2]1[CH:7]=[CH:6][CH:5]=[C:4]([C:37]#[N:38])[C:3]=1[C:9]1[NH:13][C:12](=[O:14])[N:11]([C:15]2[CH:34]=[CH:33][C:18]([C:19]([NH:21][C:22]3[CH:27]=[CH:26][C:25]([F:28])=[C:24]([C:29]([F:32])([F:31])[F:30])[CH:23]=3)=[O:20])=[C:17]([O:35][CH3:36])[CH:16]=2)[N:10]=1, predict the reactants needed to synthesize it. The reactants are: [Cl:1][C:2]1[CH:7]=[CH:6][CH:5]=[C:4](I)[C:3]=1[C:9]1[NH:13][C:12](=[O:14])[N:11]([C:15]2[CH:34]=[CH:33][C:18]([C:19]([NH:21][C:22]3[CH:27]=[CH:26][C:25]([F:28])=[C:24]([C:29]([F:32])([F:31])[F:30])[CH:23]=3)=[O:20])=[C:17]([O:35][CH3:36])[CH:16]=2)[N:10]=1.[C:37]([Cu])#[N:38]. (3) Given the product [Cl:52][C:53]1[CH:65]=[CH:64][C:56]2[NH:57][C:58]([C@@H:60]([NH:63][C:12](=[O:14])[C:11]3[CH:15]=[CH:16][C:8]([C:6]([N:1]4[CH2:2][CH:3]=[CH:4][CH2:5]4)=[O:7])=[C:9]([C:17]([F:20])([F:19])[F:18])[CH:10]=3)[CH2:61][OH:62])=[N:59][C:55]=2[CH:54]=1, predict the reactants needed to synthesize it. The reactants are: [N:1]1([C:6]([C:8]2[CH:16]=[CH:15][C:11]([C:12]([OH:14])=O)=[CH:10][C:9]=2[C:17]([F:20])([F:19])[F:18])=[O:7])[CH2:5][CH:4]=[CH:3][CH2:2]1.CN(C(ON1N=NC2C=CC=CC1=2)=[N+](C)C)C.[B-](F)(F)(F)F.C(N(C(C)C)CC)(C)C.[Cl:52][C:53]1[CH:65]=[CH:64][C:56]2[NH:57][C:58]([C@@H:60]([NH2:63])[CH2:61][OH:62])=[N:59][C:55]=2[CH:54]=1.ClCl. (4) The reactants are: [CH3:1][CH:2]([CH3:34])[C:3]([NH:5][NH:6][C:7]([CH:9]1[CH2:14][CH:13]([C:15]2[CH:20]=[CH:19][C:18]([O:21][C:22]([F:25])([F:24])[F:23])=[CH:17][CH:16]=2)[CH2:12][N:11]([C:26]([N:28]2[CH2:33][CH2:32][O:31][CH2:30][CH2:29]2)=[O:27])[CH2:10]1)=O)=O.COC1C=CC(P2(SP(C3C=CC(OC)=CC=3)(=S)S2)=[S:44])=CC=1. Given the product [N:28]1([C:26]([N:11]2[CH2:12][CH:13]([C:15]3[CH:20]=[CH:19][C:18]([O:21][C:22]([F:25])([F:24])[F:23])=[CH:17][CH:16]=3)[CH2:14][CH:9]([C:7]3[S:44][C:3]([CH:2]([CH3:34])[CH3:1])=[N:5][N:6]=3)[CH2:10]2)=[O:27])[CH2:33][CH2:32][O:31][CH2:30][CH2:29]1, predict the reactants needed to synthesize it. (5) Given the product [OH:8][C:9]1[CH:18]=[CH:17][CH:16]=[C:15]2[C:10]=1[CH:11]=[C:12]([C:19]([O:21][CH2:22][CH3:23])=[O:20])[CH:13]=[N:14]2, predict the reactants needed to synthesize it. The reactants are: C([O:8][C:9]1[CH:18]=[CH:17][CH:16]=[C:15]2[C:10]=1[CH:11]=[C:12]([C:19]([O:21][CH2:22][CH3:23])=[O:20])[CH:13]=[N:14]2)C1C=CC=CC=1.